This data is from NCI-60 drug combinations with 297,098 pairs across 59 cell lines. The task is: Regression. Given two drug SMILES strings and cell line genomic features, predict the synergy score measuring deviation from expected non-interaction effect. (1) Drug 1: CC12CCC(CC1=CCC3C2CCC4(C3CC=C4C5=CN=CC=C5)C)O. Drug 2: CC1C(C(CC(O1)OC2CC(OC(C2O)C)OC3=CC4=CC5=C(C(=O)C(C(C5)C(C(=O)C(C(C)O)O)OC)OC6CC(C(C(O6)C)O)OC7CC(C(C(O7)C)O)OC8CC(C(C(O8)C)O)(C)O)C(=C4C(=C3C)O)O)O)O. Cell line: NCI-H322M. Synergy scores: CSS=9.41, Synergy_ZIP=7.01, Synergy_Bliss=16.7, Synergy_Loewe=15.9, Synergy_HSA=15.5. (2) Drug 1: C1CC(=O)NC(=O)C1N2C(=O)C3=CC=CC=C3C2=O. Drug 2: C1CN(P(=O)(OC1)NCCCl)CCCl. Cell line: SR. Synergy scores: CSS=-12.0, Synergy_ZIP=10.1, Synergy_Bliss=10.5, Synergy_Loewe=-19.8, Synergy_HSA=-5.52. (3) Drug 1: C1CCN(CC1)CCOC2=CC=C(C=C2)C(=O)C3=C(SC4=C3C=CC(=C4)O)C5=CC=C(C=C5)O. Drug 2: CS(=O)(=O)CCNCC1=CC=C(O1)C2=CC3=C(C=C2)N=CN=C3NC4=CC(=C(C=C4)OCC5=CC(=CC=C5)F)Cl. Cell line: SR. Synergy scores: CSS=8.02, Synergy_ZIP=-1.76, Synergy_Bliss=-2.36, Synergy_Loewe=-9.43, Synergy_HSA=-5.99. (4) Drug 2: CCC1=CC2CC(C3=C(CN(C2)C1)C4=CC=CC=C4N3)(C5=C(C=C6C(=C5)C78CCN9C7C(C=CC9)(C(C(C8N6C)(C(=O)OC)O)OC(=O)C)CC)OC)C(=O)OC.C(C(C(=O)O)O)(C(=O)O)O. Synergy scores: CSS=56.6, Synergy_ZIP=12.0, Synergy_Bliss=12.2, Synergy_Loewe=-10.2, Synergy_HSA=11.0. Cell line: BT-549. Drug 1: CNC(=O)C1=CC=CC=C1SC2=CC3=C(C=C2)C(=NN3)C=CC4=CC=CC=N4. (5) Drug 1: CN1CCC(CC1)COC2=C(C=C3C(=C2)N=CN=C3NC4=C(C=C(C=C4)Br)F)OC. Drug 2: CN(C)N=NC1=C(NC=N1)C(=O)N. Cell line: UO-31. Synergy scores: CSS=22.7, Synergy_ZIP=-10.4, Synergy_Bliss=-6.32, Synergy_Loewe=-2.50, Synergy_HSA=-1.52.